From a dataset of Forward reaction prediction with 1.9M reactions from USPTO patents (1976-2016). Predict the product of the given reaction. (1) Given the reactants Br[C:2]1[C:3]([C@@H:8]([NH:18][C:19](=[O:25])[O:20][C:21]([CH3:24])([CH3:23])[CH3:22])[CH2:9][C:10]2[CH:15]=[C:14]([F:16])[CH:13]=[C:12]([F:17])[CH:11]=2)=[N:4][CH:5]=[CH:6][CH:7]=1.[Cl:26][C:27]1[CH:35]=[CH:34][C:33](B2OC(C)(C)C(C)(C)O2)=[C:32]2[C:28]=1[C:29]([NH:46][S:47]([CH3:50])(=[O:49])=[O:48])=[N:30][N:31]2[CH3:45], predict the reaction product. The product is: [Cl:26][C:27]1[CH:35]=[CH:34][C:33]([C:2]2[C:3]([C@@H:8]([NH:18][C:19](=[O:25])[O:20][C:21]([CH3:23])([CH3:22])[CH3:24])[CH2:9][C:10]3[CH:15]=[C:14]([F:16])[CH:13]=[C:12]([F:17])[CH:11]=3)=[N:4][CH:5]=[CH:6][CH:7]=2)=[C:32]2[C:28]=1[C:29]([NH:46][S:47]([CH3:50])(=[O:49])=[O:48])=[N:30][N:31]2[CH3:45]. (2) Given the reactants [NH2:1][C:2]1[CH:7]=[C:6]([N:8]2[CH2:12][CH2:11][C@:10]([CH:15]3[CH2:17][CH2:16]3)([C:13]#[N:14])[C:9]2=[O:18])[CH:5]=[CH:4][N:3]=1.Cl[C:20]1[CH:25]=[C:24]([NH:26][C:27](=[O:29])[CH3:28])[C:23]([F:30])=[CH:22][N:21]=1.C(=O)([O-])[O-].[K+].[K+].C(=O)([O-])O.[Na+], predict the reaction product. The product is: [C:13]([C@@:10]1([CH:15]2[CH2:17][CH2:16]2)[CH2:11][CH2:12][N:8]([C:6]2[CH:5]=[CH:4][N:3]=[C:2]([NH:1][C:20]3[CH:25]=[C:24]([NH:26][C:27](=[O:29])[CH3:28])[C:23]([F:30])=[CH:22][N:21]=3)[CH:7]=2)[C:9]1=[O:18])#[N:14]. (3) Given the reactants [Si]([O:8][C:9]1[CH:18]=[C:17]2[C:12]([C:13]([C:34]3[CH:39]=[CH:38][C:37]([O:40][CH3:41])=[CH:36][CH:35]=3)(O)[CH:14]([C:19]3[CH:24]=[CH:23][C:22]([O:25][Si](C(C)(C)C)(C)C)=[CH:21][CH:20]=3)[CH2:15][O:16]2)=[CH:11][CH:10]=1)(C(C)(C)C)(C)C.CC1C=CC(S(O)(=O)=O)=CC=1.C(O)C, predict the reaction product. The product is: [OH:25][C:22]1[CH:21]=[CH:20][C:19]([C:14]2[CH2:15][O:16][C:17]3[C:12]([C:13]=2[C:34]2[CH:39]=[CH:38][C:37]([O:40][CH3:41])=[CH:36][CH:35]=2)=[CH:11][CH:10]=[C:9]([OH:8])[CH:18]=3)=[CH:24][CH:23]=1. (4) Given the reactants [Br:1][C:2]1[CH:3]=[C:4]2[C:9](=[CH:10][CH:11]=1)[N:8]=[C:7]([Cl:12])[C:6]([C:13](Cl)=[O:14])=[C:5]2[C:16]1[CH:21]=[CH:20][CH:19]=[CH:18][CH:17]=1.[Cl-].[Al+3].[Cl-].[Cl-], predict the reaction product. The product is: [Br:1][C:2]1[CH:3]=[C:4]2[C:9](=[CH:10][CH:11]=1)[N:8]=[C:7]([Cl:12])[C:6]1[C:13](=[O:14])[C:17]3[C:16]([C:5]2=1)=[CH:21][CH:20]=[CH:19][CH:18]=3. (5) The product is: [NH2:17][C:3]1[C:4](=[O:16])[NH:5][C:6](=[S:15])[N:7]([CH2:8][C:9]2[CH:14]=[CH:13][CH:12]=[CH:11][N:10]=2)[C:2]=1[NH2:1]. Given the reactants [NH2:1][C:2]1[N:7]([CH2:8][C:9]2[CH:14]=[CH:13][CH:12]=[CH:11][N:10]=2)[C:6](=[S:15])[NH:5][C:4](=[O:16])[CH:3]=1.[N:17]([O-])=O.[Na+].S(S([O-])=O)([O-])=O.[Na+].[Na+].S(=O)(=O)(O)O, predict the reaction product. (6) Given the reactants [C:1]([CH2:3][NH:4][C:5]([C:7]1([NH:13][C:14](=[O:23])[C:15]2[CH:20]=[CH:19][C:18]([CH2:21]Br)=[CH:17][CH:16]=2)[CH2:12][CH2:11][CH2:10][CH2:9][CH2:8]1)=[O:6])#[N:2].[NH:24]1[CH:28]=[CH:27][N:26]=[CH:25]1.[Na], predict the reaction product. The product is: [C:1]([CH2:3][NH:4][C:5]([C:7]1([NH:13][C:14](=[O:23])[C:15]2[CH:20]=[CH:19][C:18]([CH2:21][N:24]3[CH:28]=[CH:27][N:26]=[CH:25]3)=[CH:17][CH:16]=2)[CH2:12][CH2:11][CH2:10][CH2:9][CH2:8]1)=[O:6])#[N:2]. (7) Given the reactants [Cl:1][C:2]1[CH:3]=[C:4]2[C:9](=[CH:10][C:11]=1[O:12][C:13]1[CH:18]=[CH:17][C:16]([C:19](=[O:32])[NH:20][CH2:21][CH:22]([C:25]3[CH:30]=[CH:29][C:28]([Cl:31])=[CH:27][CH:26]=3)[O:23][CH3:24])=[CH:15][CH:14]=1)[O:8][CH2:7][CH2:6][CH:5]2[C:33]([OH:35])=[O:34].C[O-].[Na+:38], predict the reaction product. The product is: [Cl:1][C:2]1[CH:3]=[C:4]2[C:9](=[CH:10][C:11]=1[O:12][C:13]1[CH:18]=[CH:17][C:16]([C:19](=[O:32])[NH:20][CH2:21][CH:22]([C:25]3[CH:26]=[CH:27][C:28]([Cl:31])=[CH:29][CH:30]=3)[O:23][CH3:24])=[CH:15][CH:14]=1)[O:8][CH2:7][CH2:6][CH:5]2[C:33]([O-:35])=[O:34].[Na+:38]. (8) Given the reactants [CH3:1][O:2][C:3]1[CH:21]=[C:20]([O:22][CH2:23][C:24]2[N:29]=[C:28]([C:30]3(O)[CH2:35][CH2:34][O:33][CH2:32][CH2:31]3)[CH:27]=[CH:26][CH:25]=2)[C:6]2[CH:7]=[C:8]([C:10]3[N:11]=[C:12]4[N:16]([CH:17]=3)[N:15]=[C:14]([O:18][CH3:19])[S:13]4)[O:9][C:5]=2[CH:4]=1.CCN(S(F)(F)[F:43])CC.CCOC(C)=O.CCCCCC, predict the reaction product. The product is: [F:43][C:30]1([C:28]2[N:29]=[C:24]([CH2:23][O:22][C:20]3[C:6]4[CH:7]=[C:8]([C:10]5[N:11]=[C:12]6[N:16]([CH:17]=5)[N:15]=[C:14]([O:18][CH3:19])[S:13]6)[O:9][C:5]=4[CH:4]=[C:3]([O:2][CH3:1])[CH:21]=3)[CH:25]=[CH:26][CH:27]=2)[CH2:35][CH2:34][O:33][CH2:32][CH2:31]1. (9) The product is: [Cl:35][C:36]1[CH:42]=[C:41]([F:43])[CH:40]=[C:39]([F:44])[C:37]=1[NH:38][C:2]1[C:11]2[CH:12]=[CH:13][N:14]=[C:15]([O:16][CH2:17][CH3:18])[C:10]=2[C:9]2[C:4](=[CH:5][CH:6]=[N:7][CH:8]=2)[N:3]=1.[Cl:34][C:33]1[C:28]2[C:27]3[C:22](=[CH:23][CH:24]=[N:25][CH:26]=3)[N:21]=[C:20]([NH:38][C:37]3[C:39]([F:44])=[CH:40][C:41]([F:43])=[CH:42][C:36]=3[Cl:35])[C:29]=2[CH:30]=[CH:31][N:32]=1. Given the reactants Cl[C:2]1[C:11]2[CH:12]=[CH:13][N:14]=[C:15]([O:16][CH2:17][CH3:18])[C:10]=2[C:9]2[C:4](=[CH:5][CH:6]=[N:7][CH:8]=2)[N:3]=1.Cl[C:20]1[C:29]2[CH:30]=[CH:31][N:32]=[C:33]([Cl:34])[C:28]=2[C:27]2[C:22](=[CH:23][CH:24]=[N:25][CH:26]=2)[N:21]=1.[Cl:35][C:36]1[CH:42]=[C:41]([F:43])[CH:40]=[C:39]([F:44])[C:37]=1[NH2:38].CC(C)([O-])C.[Na+], predict the reaction product. (10) Given the reactants [CH:1]1([CH2:4][C:5]2[NH:6][C:7]([I:11])=[C:8]([I:10])[N:9]=2)[CH2:3][CH2:2]1.Br[CH2:13][CH2:14][NH:15][C:16]([O:18][C:19]([CH3:22])([CH3:21])[CH3:20])=[O:17], predict the reaction product. The product is: [C:19]([O:18][C:16](=[O:17])[NH:15][CH2:14][CH2:13][N:6]1[C:7]([I:11])=[C:8]([I:10])[N:9]=[C:5]1[CH2:4][CH:1]1[CH2:2][CH2:3]1)([CH3:22])([CH3:21])[CH3:20].